From a dataset of Forward reaction prediction with 1.9M reactions from USPTO patents (1976-2016). Predict the product of the given reaction. Given the reactants [CH3:1][S:2][C:3]1[S:4][C:5]2[CH:11]=[C:10]([OH:12])[CH:9]=[CH:8][C:6]=2[N:7]=1.[Cl:13]N1C(=O)CCC1=O, predict the reaction product. The product is: [Cl:13][C:11]1[C:5]2[S:4][C:3]([S:2][CH3:1])=[N:7][C:6]=2[CH:8]=[CH:9][C:10]=1[OH:12].